Dataset: Peptide-MHC class I binding affinity with 185,985 pairs from IEDB/IMGT. Task: Regression. Given a peptide amino acid sequence and an MHC pseudo amino acid sequence, predict their binding affinity value. This is MHC class I binding data. (1) The peptide sequence is YYRYPTGESY. The MHC is HLA-C04:01 with pseudo-sequence HLA-C04:01. The binding affinity (normalized) is 0.213. (2) The peptide sequence is TTAPITTTT. The MHC is HLA-A68:01 with pseudo-sequence HLA-A68:01. The binding affinity (normalized) is 0.559. (3) The peptide sequence is FTFSPTYKAFL. The MHC is Patr-B0101 with pseudo-sequence Patr-B0101. The binding affinity (normalized) is 0.899. (4) The peptide sequence is KILSDENYLL. The MHC is HLA-A02:02 with pseudo-sequence HLA-A02:02. The binding affinity (normalized) is 0.702. (5) The peptide sequence is KIDNNTFVR. The MHC is HLA-A11:01 with pseudo-sequence HLA-A11:01. The binding affinity (normalized) is 0.268. (6) The binding affinity (normalized) is 0.0847. The MHC is HLA-B08:03 with pseudo-sequence HLA-B08:03. The peptide sequence is IYCGFKFAW. (7) The peptide sequence is FQKDAKVLF. The MHC is HLA-B15:01 with pseudo-sequence HLA-B15:01. The binding affinity (normalized) is 0.561.